From a dataset of Reaction yield outcomes from USPTO patents with 853,638 reactions. Predict the reaction yield, written as a fraction of the theoretical maximum amount of product (1.0 means a 100% yield; for example, 0.34 means a 34% yield). The reactants are ClC1C=C(CCNCC2C=CC(C(O)(C(F)(F)F)C(F)(F)F)=CC=2)C=CC=1Cl.[Cl:29][C:30]1[CH:31]=[C:32]([CH:48]=[CH:49][C:50]=1[C:51]([F:54])([F:53])[F:52])[C:33]([NH:35][CH2:36][CH2:37][C:38]1[CH:43]=[CH:42][CH:41]=[C:40]([C:44]([F:47])([F:46])[F:45])[CH:39]=1)=O. The catalyst is C1COCC1. The product is [Cl:29][C:30]1[CH:31]=[C:32]([CH:48]=[CH:49][C:50]=1[C:51]([F:52])([F:53])[F:54])[CH2:33][NH:35][CH2:36][CH2:37][C:38]1[CH:43]=[CH:42][CH:41]=[C:40]([C:44]([F:45])([F:47])[F:46])[CH:39]=1. The yield is 0.930.